This data is from Forward reaction prediction with 1.9M reactions from USPTO patents (1976-2016). The task is: Predict the product of the given reaction. Given the reactants [CH3:1][C:2]1[CH:7]=[CH:6][C:5]([C:8]2[O:9][C:10]([CH3:13])=[N:11][N:12]=2)=[CH:4][C:3]=1[C:14]1[CH:19]=[CH:18][C:17]([C:20](O)=[O:21])=[CH:16][CH:15]=1.[C:23]([C:25]1[CH:32]=[CH:31][C:28]([CH2:29][NH2:30])=[CH:27][CH:26]=1)#[N:24], predict the reaction product. The product is: [C:23]([C:25]1[CH:32]=[CH:31][C:28]([CH2:29][NH:30][C:20]([C:17]2[CH:18]=[CH:19][C:14]([C:3]3[CH:4]=[C:5]([C:8]4[O:9][C:10]([CH3:13])=[N:11][N:12]=4)[CH:6]=[CH:7][C:2]=3[CH3:1])=[CH:15][CH:16]=2)=[O:21])=[CH:27][CH:26]=1)#[N:24].